This data is from Catalyst prediction with 721,799 reactions and 888 catalyst types from USPTO. The task is: Predict which catalyst facilitates the given reaction. (1) Reactant: [N+:1]([C:4]1[CH:5]=[C:6]([CH2:10][C:11]([NH:13][C@H:14]([C:16]([OH:18])=O)[CH3:15])=[O:12])[CH:7]=[CH:8][CH:9]=1)([O-:3])=[O:2].Cl.[CH3:20][O:21][C:22](=[O:28])[C@H:23]([C@@H:25]([CH3:27])[OH:26])[NH2:24]. Product: [CH3:20][O:21][C:22](=[O:28])[C@H:23]([C@@H:25]([CH3:27])[OH:26])[NH:24][C:16](=[O:18])[C@H:14]([CH3:15])[NH:13][C:11](=[O:12])[CH2:10][C:6]1[CH:7]=[CH:8][CH:9]=[C:4]([N+:1]([O-:3])=[O:2])[CH:5]=1. The catalyst class is: 147. (2) Reactant: [Br:1][C:2]1[CH:10]=[CH:9][C:8]([O:11][CH3:12])=[CH:7][C:3]=1[C:4](O)=[O:5].Cl. Product: [Br:1][C:2]1[CH:10]=[CH:9][C:8]([O:11][CH3:12])=[CH:7][C:3]=1[CH2:4][OH:5]. The catalyst class is: 36. (3) Reactant: [CH3:1][N:2]([CH3:6])[CH2:3][CH2:4][OH:5].[CH2:7]([O:18][CH2:19]Cl)[CH2:8][CH2:9][CH2:10][CH2:11][CH2:12][CH2:13][CH2:14][CH2:15][CH2:16][CH3:17].[C:21]([O-:29])(=[O:28])[C:22]1[CH:27]=[CH:26][CH:25]=[CH:24][CH:23]=1.[Na+]. Product: [C:21]([O-:29])(=[O:28])[C:22]1[CH:27]=[CH:26][CH:25]=[CH:24][CH:23]=1.[OH:5][CH2:4][CH2:3][N+:2]([CH3:6])([CH3:1])[CH2:19][O:18][CH2:7][CH2:8][CH2:9][CH2:10][CH2:11][CH2:12][CH2:13][CH2:14][CH2:15][CH2:16][CH3:17]. The catalyst class is: 81. (4) Reactant: [CH2:1]([O:5][C:6]1[N:14]=[C:13]2[C:9]([N:10]=[C:11]([O:21]C)[N:12]2[CH2:15][CH2:16][CH2:17][CH2:18][CH2:19]Cl)=[C:8]([NH2:23])[N:7]=1)[CH2:2][CH2:3][CH3:4].CC#N.[N:27]1([CH2:33][CH2:34][OH:35])[CH2:32][CH2:31][NH:30][CH2:29][CH2:28]1.CCN(C(C)C)C(C)C.[I-].[Na+]. Product: [NH2:23][C:8]1[N:7]=[C:6]([O:5][CH2:1][CH2:2][CH2:3][CH3:4])[N:14]=[C:13]2[C:9]=1[NH:10][C:11](=[O:21])[N:12]2[CH2:15][CH2:16][CH2:17][CH2:18][CH2:19][N:30]1[CH2:31][CH2:32][N:27]([CH2:33][CH2:34][OH:35])[CH2:28][CH2:29]1. The catalyst class is: 209. (5) Reactant: [N:1]([CH2:4][CH2:5][NH:6][C:7](=[O:21])[CH2:8][CH2:9][CH2:10][CH2:11][CH2:12][CH2:13][CH2:14][CH2:15][CH2:16][CH2:17]CCC)=[N+:2]=[N-:3].[CH2:22](C1C=CC(C(Cl)=O)=CC=1)[CH2:23]CCCC.N(CCN)=[N+]=[N-].C(N(CC)CC)C. Product: [N:1]([CH2:4][CH2:5][NH:6][C:7](=[O:21])[C:8]1[CH:9]=[CH:10][C:11]([CH2:12][CH2:13][CH2:14][CH2:15][CH2:16][CH3:17])=[CH:23][CH:22]=1)=[N+:2]=[N-:3]. The catalyst class is: 4. (6) Reactant: [Cl:1][C:2]1[CH:3]=[C:4]([N:8]2[C:12]([CH2:13][NH:14][C:15](=[O:29])[CH:16]([C:18]3[CH:19]=[N:20][C:21]([NH:24][CH2:25][CH2:26][O:27]C)=[CH:22][CH:23]=3)[CH3:17])=[CH:11][C:10]([C:30]([F:33])([F:32])[F:31])=[N:9]2)[CH:5]=[CH:6][CH:7]=1.B(Br)(Br)Br.C([O-])(O)=O.[Na+]. Product: [Cl:1][C:2]1[CH:3]=[C:4]([N:8]2[C:12]([CH2:13][NH:14][C:15](=[O:29])[CH:16]([C:18]3[CH:19]=[N:20][C:21]([NH:24][CH2:25][CH2:26][OH:27])=[CH:22][CH:23]=3)[CH3:17])=[CH:11][C:10]([C:30]([F:33])([F:31])[F:32])=[N:9]2)[CH:5]=[CH:6][CH:7]=1. The catalyst class is: 46. (7) Reactant: [CH:1]([CH:3]1[CH2:5][CH:4]1[C:6]([O:8][CH2:9][CH3:10])=[O:7])=[O:2].[C:11]([Mg]Br)#[CH:12]. Product: [OH:2][CH:1]([C@@H:3]1[CH2:5][C@H:4]1[C:6]([O:8][CH2:9][CH3:10])=[O:7])[C:11]#[CH:12]. The catalyst class is: 7.